This data is from Forward reaction prediction with 1.9M reactions from USPTO patents (1976-2016). The task is: Predict the product of the given reaction. (1) Given the reactants F[C:2]1[CH:7]=[CH:6][C:5]([C:8]2[S:9][C:10]([C:14]([O:16][CH2:17][CH3:18])=[O:15])=[C:11]([CH3:13])[N:12]=2)=[CH:4][C:3]=1[N+:19]([O-:21])=[O:20].C(=O)([O-])[O-].[Cs+].[Cs+].O, predict the reaction product. The product is: [CH3:4][CH:5]([CH3:6])[CH2:8][S:9][C:2]1[CH:7]=[CH:6][C:5]([C:8]2[S:9][C:10]([C:14]([O:16][CH2:17][CH3:18])=[O:15])=[C:11]([CH3:13])[N:12]=2)=[CH:4][C:3]=1[N+:19]([O-:21])=[O:20]. (2) The product is: [NH2:1][C:2]1[C:11]2[N:10]=[CH:9][C:8]([CH2:12][CH2:13][C:14]3[CH:19]=[CH:18][C:17]([O:20][CH3:21])=[CH:16][C:15]=3[CH3:22])=[CH:7][C:6]=2[C:5]2[CH:23]=[CH:24][C:25](/[CH:27]=[CH:28]/[C:29]([OH:31])=[O:30])=[CH:26][C:4]=2[N:3]=1. Given the reactants [NH2:1][C:2]1[C:11]2[N:10]=[CH:9][C:8]([CH2:12][CH2:13][C:14]3[CH:19]=[CH:18][C:17]([O:20][CH3:21])=[CH:16][C:15]=3[CH3:22])=[CH:7][C:6]=2[C:5]2[CH:23]=[CH:24][C:25](/[CH:27]=[CH:28]/[C:29]([O:31]CC)=[O:30])=[CH:26][C:4]=2[N:3]=1.C(O)(C(F)(F)F)=O, predict the reaction product. (3) Given the reactants [Cl:1][C:2]1[CH:7]=[CH:6][CH:5]=[C:4]([F:8])[C:3]=1[NH:9][C:10]1[NH:11][C:12]2[C:18]3[CH2:19][C:20]([CH3:23])([CH3:22])[O:21][C:17]=3[C:16]([C:24]([O:26]C)=O)=[CH:15][C:13]=2[N:14]=1.[F:28][C:29]([F:38])([F:37])[C:30]1[N:35]=[CH:34][C:33]([NH2:36])=[CH:32][CH:31]=1.C[Al](C)C, predict the reaction product. The product is: [Cl:1][C:2]1[CH:7]=[CH:6][CH:5]=[C:4]([F:8])[C:3]=1[NH:9][C:10]1[NH:11][C:12]2[C:18]3[CH2:19][C:20]([CH3:22])([CH3:23])[O:21][C:17]=3[C:16]([C:24]([NH:36][C:33]3[CH:34]=[N:35][C:30]([C:29]([F:38])([F:28])[F:37])=[CH:31][CH:32]=3)=[O:26])=[CH:15][C:13]=2[N:14]=1. (4) Given the reactants [CH3:1][O:2][C:3]([C:5]1[CH:13]=[C:12]2[C:8]([C:9]([C:14](=O)[CH3:15])=[CH:10][NH:11]2)=[CH:7][CH:6]=1)=[O:4].B.C1COCC1, predict the reaction product. The product is: [CH3:1][O:2][C:3]([C:5]1[CH:13]=[C:12]2[C:8]([C:9]([CH2:14][CH3:15])=[CH:10][NH:11]2)=[CH:7][CH:6]=1)=[O:4]. (5) Given the reactants Cl.[N:2]1([C:8]([O:10][C:11]([CH3:14])([CH3:13])[CH3:12])=[O:9])[CH2:7][CH2:6][NH:5][CH2:4][CH2:3]1.[N:15]([O-])=[O:16].[Na+].[OH-].[Na+], predict the reaction product. The product is: [N:15]([N:5]1[CH2:6][CH2:7][N:2]([C:8]([O:10][C:11]([CH3:14])([CH3:13])[CH3:12])=[O:9])[CH2:3][CH2:4]1)=[O:16]. (6) Given the reactants [CH3:1][N:2]1[C:6]([CH:7]=[O:8])=[C:5]([N+:9]([O-:11])=[O:10])[CH:4]=[N:3]1.CO/[CH:14]=[C:15](/[C:17](/[O:20][Si](C)(C)C)=[CH:18]/[CH3:19])\[CH3:16].CC(C(CC(C(C)(C)C)=O)=O)(C)C.CC(C(CC(C(C)(C)C)=O)=O)(C)C.CC(C(CC(C(C)(C)C)=O)=O)(C)C.[Eu], predict the reaction product. The product is: [CH3:19][CH:18]1[C:17](=[O:20])[C:15]([CH3:16])=[CH:14][O:8][CH:7]1[C:6]1[N:2]([CH3:1])[N:3]=[CH:4][C:5]=1[N+:9]([O-:11])=[O:10]. (7) The product is: [CH:32]1([CH2:31][O:30][C:22]2[CH:23]=[CH:24][C:25]([CH:27]([CH3:29])[CH3:28])=[CH:26][C:21]=2[C:20]2[C:15]3[NH:14][C:13]([CH3:35])=[C:12]([C:10]([NH:9][C@H:6]4[CH2:7][CH2:8][C@@H:3]([NH:2][C:41](=[O:42])[C@@H:40]([OH:39])[CH3:44])[CH2:4][CH2:5]4)=[O:11])[C:16]=3[N:17]=[CH:18][N:19]=2)[CH2:33][CH2:34]1. Given the reactants Cl.[NH2:2][C@@H:3]1[CH2:8][CH2:7][C@H:6]([NH:9][C:10]([C:12]2[C:16]3[N:17]=[CH:18][N:19]=[C:20]([C:21]4[CH:26]=[C:25]([CH:27]([CH3:29])[CH3:28])[CH:24]=[CH:23][C:22]=4[O:30][CH2:31][CH:32]4[CH2:34][CH2:33]4)[C:15]=3[NH:14][C:13]=2[CH3:35])=[O:11])[CH2:5][CH2:4]1.C([O:39][C@@H:40]([CH3:44])[C:41](Cl)=[O:42])(=O)C, predict the reaction product. (8) Given the reactants Br[C:2]1[CH:3]=[N:4][CH:5]=[C:6]2[C:11]=1[N:10]=[C:9]([C:12]([NH:14][CH2:15][C:16]1[CH:21]=[CH:20][N:19]=[CH:18][CH:17]=1)=[O:13])[CH:8]=[CH:7]2.[CH3:22][O:23][C:24]1[CH:29]=[CH:28][CH:27]=[CH:26][C:25]=1B(O)O.C(=O)([O-])[O-].[Cs+].[Cs+], predict the reaction product. The product is: [CH3:22][O:23][C:24]1[CH:29]=[CH:28][CH:27]=[CH:26][C:25]=1[C:2]1[CH:3]=[N:4][CH:5]=[C:6]2[C:11]=1[N:10]=[C:9]([C:12]([NH:14][CH2:15][C:16]1[CH:21]=[CH:20][N:19]=[CH:18][CH:17]=1)=[O:13])[CH:8]=[CH:7]2. (9) Given the reactants [CH:1]1([NH:7][S:8](Cl)(=[O:10])=[O:9])[CH2:6][CH2:5][CH2:4][CH2:3][CH2:2]1.[CH2:12]([NH2:28])[CH2:13][CH2:14][CH2:15][CH2:16][CH2:17][CH2:18][CH2:19][CH2:20][CH2:21][CH2:22][CH2:23][CH2:24][CH2:25][CH2:26][CH3:27].C(N(CC)CC)C.C([O-])([O-])=O.[Na+].[Na+], predict the reaction product. The product is: [CH:1]1([NH:7][S:8]([NH:28][CH2:12][CH2:13][CH2:14][CH2:15][CH2:16][CH2:17][CH2:18][CH2:19][CH2:20][CH2:21][CH2:22][CH2:23][CH2:24][CH2:25][CH2:26][CH3:27])(=[O:10])=[O:9])[CH2:6][CH2:5][CH2:4][CH2:3][CH2:2]1.